From a dataset of Full USPTO retrosynthesis dataset with 1.9M reactions from patents (1976-2016). Predict the reactants needed to synthesize the given product. (1) The reactants are: Br[C:2]1[C:3]([N:9]2[C:13]([CH3:14])=[CH:12][C:11]([C:15]([F:18])([F:17])[F:16])=[N:10]2)=[N:4][C:5]([Cl:8])=[N:6][CH:7]=1.[CH3:19][O:20][C:21]([C:23]1[C:24]([O:38][CH3:39])=[N:25][CH:26]=[C:27](B2OC(C)(C)C(C)(C)O2)[CH:28]=1)=[O:22].C(=O)([O-])[O-].[Na+].[Na+].O. Given the product [CH3:19][O:20][C:21]([C:23]1[C:24]([O:38][CH3:39])=[N:25][CH:26]=[C:27]([C:2]2[C:3]([N:9]3[C:13]([CH3:14])=[CH:12][C:11]([C:15]([F:18])([F:17])[F:16])=[N:10]3)=[N:4][C:5]([Cl:8])=[N:6][CH:7]=2)[CH:28]=1)=[O:22], predict the reactants needed to synthesize it. (2) Given the product [C:36]1([S:33]([N:8]2[C:9]3[C:14](=[C:13]([C:16]4[CH:21]=[C:20]([CH:22]([CH3:23])[CH3:24])[CH:19]=[C:18]([CH:25]([CH3:26])[CH3:27])[C:17]=4[O:28][CH2:29][CH2:30][CH2:31][CH3:32])[CH:12]=[CH:11][CH:10]=3)[CH:15]=[C:7]2[C:5]([CH3:6])=[CH:4][C:3]([OH:42])=[O:2])(=[O:34])=[O:35])[CH:37]=[CH:38][CH:39]=[CH:40][CH:41]=1, predict the reactants needed to synthesize it. The reactants are: C[O:2][C:3](=[O:42])[CH:4]=[C:5]([C:7]1[N:8]([S:33]([C:36]2[CH:41]=[CH:40][CH:39]=[CH:38][CH:37]=2)(=[O:35])=[O:34])[C:9]2[C:14]([CH:15]=1)=[C:13]([C:16]1[CH:21]=[C:20]([CH:22]([CH3:24])[CH3:23])[CH:19]=[C:18]([CH:25]([CH3:27])[CH3:26])[C:17]=1[O:28][CH2:29][CH2:30][CH2:31][CH3:32])[CH:12]=[CH:11][CH:10]=2)[CH3:6].[OH-].[Na+]. (3) Given the product [C:12]([C:6]1([CH2:5][C:4]([OH:14])=[O:3])[CH2:11][CH2:10][CH2:9][CH2:8][CH2:7]1)#[N:13], predict the reactants needed to synthesize it. The reactants are: C([O:3][C:4](=[O:14])[CH2:5][C:6]1([C:12]#[N:13])[CH2:11][CH2:10][CH2:9][CH2:8][CH2:7]1)C.[OH-].[Na+]. (4) Given the product [C:1]([OH:8])(=[O:10])[C:2]1[CH:7]=[CH:6][CH:5]=[CH:4][CH:3]=1.[Br:15][C:16]([F:25])([F:26])[C:17]([F:23])([F:24])[CH2:18][CH2:19][CH2:20][CH3:21], predict the reactants needed to synthesize it. The reactants are: [C:1](Cl)(=[O:8])[C:2]1[CH:7]=[CH:6][CH:5]=[CH:4][CH:3]=1.[O:10]1CCCC1.[Br:15][C:16]([F:26])([F:25])[C:17]([F:24])([F:23])[CH2:18][CH2:19][CH2:20][CH2:21]O.C(N(CC)CC)C. (5) Given the product [C:1]([O-:4])(=[O:3])[CH3:2].[C:1]([O-:4])(=[O:3])[CH3:2].[Na+:5].[Na+:5].[C:1]([O-:4])(=[O:3])[CH3:2].[Na+:5], predict the reactants needed to synthesize it. The reactants are: [C:1]([O-:4])(=[O:3])[CH3:2].[Na+:5].